Dataset: Catalyst prediction with 721,799 reactions and 888 catalyst types from USPTO. Task: Predict which catalyst facilitates the given reaction. (1) Reactant: [Cl:1][C:2]1[CH:3]=[CH:4][C:5]([C@@:8]([NH:27][C:28](=[O:39])OC2C=CC([N+]([O-])=O)=CC=2)([C:16]2[CH:21]=[C:20]([C:22]([F:25])([F:24])[F:23])[CH:19]=[C:18]([F:26])[CH:17]=2)[CH2:9][C:10]2[CH:15]=[CH:14][CH:13]=[CH:12][CH:11]=2)=[N:6][CH:7]=1.Cl.[F:41][C:42]1([F:48])[CH2:46][CH2:45][CH:44]([NH2:47])[CH2:43]1. Product: [Cl:1][C:2]1[CH:3]=[CH:4][C:5]([C@@:8]([NH:27][C:28]([NH:47][CH:44]2[CH2:45][CH2:46][C:42]([F:48])([F:41])[CH2:43]2)=[O:39])([C:16]2[CH:21]=[C:20]([C:22]([F:23])([F:24])[F:25])[CH:19]=[C:18]([F:26])[CH:17]=2)[CH2:9][C:10]2[CH:11]=[CH:12][CH:13]=[CH:14][CH:15]=2)=[N:6][CH:7]=1. The catalyst class is: 2. (2) Reactant: [Cl:1][C:2]1[CH:7]=[CH:6][C:5]([C:8]2[N:9]=[C:10]([C:13]([OH:15])=O)[S:11][CH:12]=2)=[CH:4][CH:3]=1.C1N=CN(C(N2C=NC=C2)=O)C=1.[Br:28][C:29]1[CH:30]=[C:31]([CH:35]=[CH:36][C:37]=1[O:38][CH3:39])[CH2:32][CH2:33][NH2:34]. Product: [Br:28][C:29]1[CH:30]=[C:31]([CH2:32][CH2:33][NH:34][C:13]([C:10]2[S:11][CH:12]=[C:8]([C:5]3[CH:4]=[CH:3][C:2]([Cl:1])=[CH:7][CH:6]=3)[N:9]=2)=[O:15])[CH:35]=[CH:36][C:37]=1[O:38][CH3:39]. The catalyst class is: 1. (3) Reactant: [OH-].[Li+].[C:3]([C:5]1[N:6]=[CH:7][C:8]([NH:11][C:12]2[CH:21]=[C:20]([NH:22][CH2:23][CH:24]3[CH2:29][CH2:28][NH:27][CH2:26][CH2:25]3)[C:15]([C:16](OC)=[O:17])=[CH:14][N:13]=2)=[N:9][CH:10]=1)#[N:4].Cl.C(N(CC)CC)C.[NH2:38][C:39]1[CH:44]=[CH:43][CH:42]=[CH:41][CH:40]=1.CN([C:48]([O:52]N1N=NC2C=CC=CC1=2)=[N+](C)C)C.[B-](F)(F)(F)F.[C:67]([OH:71])([CH3:70])([CH3:69])[CH3:68]. Product: [C:3]([C:5]1[N:6]=[CH:7][C:8]([NH:11][C:12]2[CH:21]=[C:20]([NH:22][CH2:23][CH:24]3[CH2:25][CH2:26][N:27]([C:48]([O:71][C:67]([CH3:70])([CH3:69])[CH3:68])=[O:52])[CH2:28][CH2:29]3)[C:15]([C:16](=[O:17])[NH:38][C:39]3[CH:44]=[CH:43][CH:42]=[CH:41][CH:40]=3)=[CH:14][N:13]=2)=[N:9][CH:10]=1)#[N:4]. The catalyst class is: 136. (4) Reactant: [H-].[Na+].[O:3]1[CH2:8][CH2:7][CH:6]([OH:9])[CH2:5][CH2:4]1.Br[CH2:11][C:12]1[CH:19]=[CH:18][C:15]([C:16]#[N:17])=[CH:14][CH:13]=1.C(OCC)(=O)C. Product: [O:3]1[CH2:8][CH2:7][CH:6]([O:9][CH2:11][C:12]2[CH:19]=[CH:18][C:15]([C:16]#[N:17])=[CH:14][CH:13]=2)[CH2:5][CH2:4]1. The catalyst class is: 1. (5) Reactant: [Si]([O:18][C:19]1[CH:62]=[CH:61][C:22]([O:23][CH2:24][C@@H:25]([OH:60])[CH2:26][NH:27][CH2:28][CH2:29][C:30]2[CH:59]=[CH:58][C:33]([NH:34][CH:35]3[CH2:40][CH2:39][N:38]([C:41]([NH:43][CH2:44][CH2:45][CH2:46][CH2:47][C:48]4[CH:53]=[CH:52][C:51]([O:54][CH3:55])=[C:50]([O:56][CH3:57])[CH:49]=4)=[O:42])[CH2:37][CH2:36]3)=[CH:32][CH:31]=2)=[CH:21][CH:20]=1)(C(C)(C)C)(C1C=CC=CC=1)C1C=CC=CC=1. Product: [CH3:57][O:56][C:50]1[CH:49]=[C:48]([CH2:47][CH2:46][CH2:45][CH2:44][NH:43][C:41]([N:38]2[CH2:37][CH2:36][CH:35]([NH:34][C:33]3[CH:58]=[CH:59][C:30]([CH2:29][CH2:28][NH:27][CH2:26][CH:25]([OH:60])[CH2:24][O:23][C:22]4[CH:61]=[CH:62][C:19]([OH:18])=[CH:20][CH:21]=4)=[CH:31][CH:32]=3)[CH2:40][CH2:39]2)=[O:42])[CH:53]=[CH:52][C:51]=1[O:54][CH3:55]. The catalyst class is: 147. (6) Reactant: [F:1][C:2]1[CH:3]=[C:4]([CH2:8][N:9]2[C:13]3=[N:14][C:15]([C:18]4[C:19]5[CH:26]=[C:25]([C:27]6[CH2:28][N:29](C([O:35][C:36]([CH3:39])(C)C)=O)[CH2:30][CH2:31][CH:32]=6)[N:24](S(C6C=CC(C)=CC=6)(=O)=O)[C:20]=5[N:21]=[CH:22][CH:23]=4)=[CH:16][CH:17]=[C:12]3[CH:11]=[CH:10]2)[CH:5]=[N:6][CH:7]=1.[OH-:50].[Na+]. Product: [C:36]([O-:35])(=[O:50])[CH3:39].[NH4+:6].[F:1][C:2]1[CH:3]=[C:4]([CH2:8][N:9]2[C:13]3=[N:14][C:15]([C:18]4[C:19]5[CH:26]=[C:25]([C:27]6[CH2:28][NH:29][CH2:30][CH2:31][CH:32]=6)[NH:24][C:20]=5[N:21]=[CH:22][CH:23]=4)=[CH:16][CH:17]=[C:12]3[CH:11]=[CH:10]2)[CH:5]=[N:6][CH:7]=1. The catalyst class is: 83.